Task: Predict the reactants needed to synthesize the given product.. Dataset: Full USPTO retrosynthesis dataset with 1.9M reactions from patents (1976-2016) Given the product [C:12]([O:11][C:9]([NH:16][C:17]1[CH:25]=[CH:24][C:20]([C:21]([OH:23])=[O:22])=[C:19]([Cl:26])[CH:18]=1)=[O:10])([CH3:13])([CH3:14])[CH3:15], predict the reactants needed to synthesize it. The reactants are: [C:9](O[C:9]([O:11][C:12]([CH3:15])([CH3:14])[CH3:13])=[O:10])([O:11][C:12]([CH3:15])([CH3:14])[CH3:13])=[O:10].[NH2:16][C:17]1[CH:25]=[CH:24][C:20]([C:21]([OH:23])=[O:22])=[C:19]([Cl:26])[CH:18]=1.